From a dataset of Human liver microsome stability data. Regression/Classification. Given a drug SMILES string, predict its absorption, distribution, metabolism, or excretion properties. Task type varies by dataset: regression for continuous measurements (e.g., permeability, clearance, half-life) or binary classification for categorical outcomes (e.g., BBB penetration, CYP inhibition). Dataset: hlm. (1) The compound is CC(C)CCn1nc(-c2cccs2)c(O)c(C2=NS(=O)(=O)c3cc(OCC(=O)NO)ccc3N2)c1=O. The result is 0 (unstable in human liver microsomes). (2) The drug is CC(=O)NC[C@H]1CN(c2ccc(-c3ccc(/C=N/N4CCS(=O)(=O)CC4)nc3)c(F)c2)C(=O)O1. The result is 0 (unstable in human liver microsomes). (3) The result is 1 (stable in human liver microsomes). The molecule is CS(=O)(=O)c1cccc(Oc2cccc(-n3cnc4c(C(F)(F)F)cccc43)c2)c1.